From a dataset of Catalyst prediction with 721,799 reactions and 888 catalyst types from USPTO. Predict which catalyst facilitates the given reaction. Reactant: [Cl:1][C:2]1[CH:3]=[CH:4][C:5]([O:11][CH3:12])=[C:6]([C:8](=[O:10])[CH3:9])[CH:7]=1.[H-].[Al+3].[Li+].[H-].[H-].[H-].C(OCC)(=O)C. Product: [Cl:1][C:2]1[CH:3]=[CH:4][C:5]([O:11][CH3:12])=[C:6]([CH:8]([OH:10])[CH3:9])[CH:7]=1. The catalyst class is: 7.